This data is from Catalyst prediction with 721,799 reactions and 888 catalyst types from USPTO. The task is: Predict which catalyst facilitates the given reaction. (1) Reactant: [Br:1]N1C(=O)CCC1=O.[CH2:9]([C:11]1[N:15]([S:16]([N:19]([CH3:21])[CH3:20])(=[O:18])=[O:17])[N:14]=[CH:13][CH:12]=1)[CH3:10]. Product: [Br:1][C:12]1[CH:13]=[N:14][N:15]([S:16]([N:19]([CH3:21])[CH3:20])(=[O:18])=[O:17])[C:11]=1[CH2:9][CH3:10]. The catalyst class is: 7. (2) Reactant: [SH:1][C:2]1[CH:7]=[CH:6][C:5]([B:8]([OH:10])[OH:9])=[CH:4][CH:3]=1.[O:11]1[CH:16]=[CH:15][CH2:14][CH2:13][CH2:12]1.C1(C)C=CC(S([O-])(=O)=O)=CC=1.[NH+]1C=CC=CC=1. Product: [O:11]1[CH2:16][CH2:15][CH2:14][CH2:13][CH:12]1[S:1][C:2]1[CH:7]=[CH:6][C:5]([B:8]([OH:10])[OH:9])=[CH:4][CH:3]=1. The catalyst class is: 2.